The task is: Binary Classification. Given a miRNA mature sequence and a target amino acid sequence, predict their likelihood of interaction.. This data is from Experimentally validated miRNA-target interactions with 360,000+ pairs, plus equal number of negative samples. The miRNA is hsa-miR-136-5p with sequence ACUCCAUUUGUUUUGAUGAUGGA. The protein sequence of the target gene is MLMRKVPGFVPASPWGLRLPQKFLFLLFLSGLVTLCFGALFLLPHSSRLKRLFLAPRTQQPGLEVVAEIAGHAPAREQEPPPNPAPAAPAPGEDDPSSWASPRRRKGGLRRTRPTGPREEATAARGNSIPASRPGDEGVPFRFDFNAFRSRLRHPVLGTRADESQEPQSQVRAQREKIKEMMQFAWQSYKRYAMGKNELRPLTKDGYEGNMFGGLSGATVIDSLDTLYLMELKEEFQEAKAWVGESFHLNVSGEASLFEVNIRYIGGLLSAFYLTGEEVFRIKAIRLGEKLLPAFNTPTG.... Result: 0 (no interaction).